This data is from Forward reaction prediction with 1.9M reactions from USPTO patents (1976-2016). The task is: Predict the product of the given reaction. (1) Given the reactants [CH2:1]([N:8]1[C@@H:13]([CH2:14][CH2:15][OH:16])[CH2:12][O:11][CH:10]([CH3:17])[C:9]1=O)[C:2]1[CH:7]=[CH:6][CH:5]=[CH:4][CH:3]=1.CO, predict the reaction product. The product is: [CH2:1]([N:8]1[CH2:9][CH:10]([CH3:17])[O:11][CH2:12][C@@H:13]1[CH2:14][CH2:15][OH:16])[C:2]1[CH:3]=[CH:4][CH:5]=[CH:6][CH:7]=1. (2) Given the reactants [H-].[Na+].[N:3]1[CH:8]=[CH:7][CH:6]=[CH:5][C:4]=1[N:9]([CH2:16][C:17]1[CH:25]=[CH:24][C:20]([C:21]([O-:23])=[O:22])=[CH:19][CH:18]=1)[C:10]1[CH:15]=[CH:14][CH:13]=[CH:12][N:11]=1.Br[CH2:27][C:28]1C=CC(C(OC)=O)=CC=1.[OH2:38].[CH3:39]N(C=O)C, predict the reaction product. The product is: [O:38]1[C:13]2[CH:14]=[CH:15][CH:27]=[CH:28][C:12]=2[N:11]=[C:10]1[N:9]([CH2:16][C:17]1[CH:25]=[CH:24][C:20]([C:21]([O:23][CH3:39])=[O:22])=[CH:19][CH:18]=1)[C:4]1[CH:5]=[CH:6][CH:7]=[CH:8][N:3]=1. (3) Given the reactants Cl.[NH2:2][C:3]1[C:12]2[N:13]=[C:14]([CH2:39][CH2:40][O:41][CH3:42])[N:15]([CH2:16][CH2:17][CH2:18][N:19]([CH2:24][C:25]3[CH:26]=[C:27]([CH:36]=[CH:37][CH:38]=3)[O:28][CH2:29][C:30]([O:32][CH:33]([CH3:35])[CH3:34])=[O:31])[C:20](=[O:23])[CH2:21]Cl)[C:11]=2[C:10]2[CH:9]=[CH:8][CH:7]=[CH:6][C:5]=2[N:4]=1.[CH2:43]([NH:45][CH3:46])[CH3:44], predict the reaction product. The product is: [NH2:2][C:3]1[C:12]2[N:13]=[C:14]([CH2:39][CH2:40][O:41][CH3:42])[N:15]([CH2:16][CH2:17][CH2:18][N:19]([CH2:24][C:25]3[CH:26]=[C:27]([CH:36]=[CH:37][CH:38]=3)[O:28][CH2:29][C:30]([O:32][CH:33]([CH3:35])[CH3:34])=[O:31])[C:20](=[O:23])[CH2:21][N:45]([CH2:43][CH3:44])[CH3:46])[C:11]=2[C:10]2[CH:9]=[CH:8][CH:7]=[CH:6][C:5]=2[N:4]=1. (4) Given the reactants C[N:2](C)/[CH:3]=[CH:4]/[C:5]([C:7]1[C:12](=[O:13])[CH:11]=[CH:10][N:9]([C:14]2[CH:19]=[CH:18][CH:17]=[C:16]([S:20]([CH3:23])(=[O:22])=[O:21])[CH:15]=2)[N:8]=1)=O.[F:25][C:26]1[CH:31]=[C:30]([O:32][CH3:33])[CH:29]=[CH:28][C:27]=1[C:34]1[N:35]=[C:36]([NH:39]N)[S:37][CH:38]=1, predict the reaction product. The product is: [F:25][C:26]1[CH:31]=[C:30]([O:32][CH3:33])[CH:29]=[CH:28][C:27]=1[C:34]1[N:35]=[C:36]([N:39]2[C:5]([C:7]3[C:12](=[O:13])[CH:11]=[CH:10][N:9]([C:14]4[CH:19]=[CH:18][CH:17]=[C:16]([S:20]([CH3:23])(=[O:22])=[O:21])[CH:15]=4)[N:8]=3)=[CH:4][CH:3]=[N:2]2)[S:37][CH:38]=1. (5) Given the reactants [Cl:1][C:2]1[CH:3]=[C:4]([CH:20]=[CH:21][C:22]=1[Cl:23])[CH2:5][C:6]1[N:7]=[C:8]([N:14]2[CH2:19][CH2:18][O:17][CH2:16][CH2:15]2)[S:9][C:10]=1[CH2:11][C:12]#[N:13].[N-:24]=[N+:25]=[N-:26].[Na+].[NH4+].[Cl-], predict the reaction product. The product is: [NH:24]1[C:12]([CH2:11][C:10]2[S:9][C:8]([N:14]3[CH2:15][CH2:16][O:17][CH2:18][CH2:19]3)=[N:7][C:6]=2[CH2:5][C:4]2[CH:20]=[CH:21][C:22]([Cl:23])=[C:2]([Cl:1])[CH:3]=2)=[N:13][N:26]=[N:25]1. (6) The product is: [CH3:1][C:2]1[N:6]([CH:7]2[CH2:13][CH:12]3[N:14]([CH2:15][CH2:16][C:17]4([C:33]5[CH:34]=[CH:35][CH:36]=[CH:37][CH:38]=5)[CH2:22][CH2:21][N:20]([CH:23]([C:27]5[CH:28]=[CH:29][CH:30]=[CH:31][CH:32]=5)[C:24]([O:26][CH3:43])=[O:25])[CH2:19][CH2:18]4)[CH:9]([CH2:10][CH2:11]3)[CH2:8]2)[C:5]2[CH:39]=[CH:40][CH:41]=[CH:42][C:4]=2[N:3]=1. Given the reactants [CH3:1][C:2]1[N:6]([CH:7]2[CH2:13][CH:12]3[N:14]([CH2:15][CH2:16][C:17]4([C:33]5[CH:38]=[CH:37][CH:36]=[CH:35][CH:34]=5)[CH2:22][CH2:21][N:20]([CH:23]([C:27]5[CH:32]=[CH:31][CH:30]=[CH:29][CH:28]=5)[C:24]([OH:26])=[O:25])[CH2:19][CH2:18]4)[CH:9]([CH2:10][CH2:11]3)[CH2:8]2)[C:5]2[CH:39]=[CH:40][CH:41]=[CH:42][C:4]=2[N:3]=1.[CH3:43]O, predict the reaction product. (7) Given the reactants [CH2:1]([C@H:3]1[CH2:8][CH2:7][C@H:6]([O:9][C:10]2[CH:15]=[CH:14][C:13]([C:16]3[CH2:21][CH2:20][N:19]([CH2:22][CH2:23][C:24]([O:26][CH2:27][CH3:28])=[O:25])[CH2:18][CH:17]=3)=[CH:12][CH:11]=2)[CH2:5][CH2:4]1)[CH3:2], predict the reaction product. The product is: [CH2:1]([C@H:3]1[CH2:4][CH2:5][C@H:6]([O:9][C:10]2[CH:11]=[CH:12][C:13]([CH:16]3[CH2:21][CH2:20][N:19]([CH2:22][CH2:23][C:24]([O:26][CH2:27][CH3:28])=[O:25])[CH2:18][CH2:17]3)=[CH:14][CH:15]=2)[CH2:7][CH2:8]1)[CH3:2]. (8) Given the reactants FC1C=C(O)C=CC=1CN1CCN(C)CC1.F[C:18]1[CH:19]=[C:20]([CH:33]=[CH:34][C:35]=1[CH2:36][N:37]1[CH2:42][CH2:41]N(C)[CH2:39][CH2:38]1)[O:21][CH:22]1[CH2:25][N:24](C(OC(C)(C)C)=O)[CH2:23]1.N1CC(OC2C=CC(CN3CCN(C)CC3)=C(F)C=2)C1.N1CCCC1.COC1C=CC(C=O)=C([C:79]([F:82])([F:81])[F:80])C=1, predict the reaction product. The product is: [NH:24]1[CH2:23][CH:22]([O:21][C:20]2[CH:33]=[CH:34][C:35]([CH2:36][N:37]3[CH2:38][CH2:39][CH2:41][CH2:42]3)=[C:18]([C:79]([F:82])([F:81])[F:80])[CH:19]=2)[CH2:25]1.